This data is from Full USPTO retrosynthesis dataset with 1.9M reactions from patents (1976-2016). The task is: Predict the reactants needed to synthesize the given product. (1) Given the product [C:21]([CH2:11][CH2:10][C@@H:9]([NH:13][C:14](=[O:20])[O:15][C:16]([CH3:19])([CH3:18])[CH3:17])[C:4]1[CH:5]=[CH:6][C:7]([Cl:8])=[C:2]([Cl:1])[CH:3]=1)#[N:22], predict the reactants needed to synthesize it. The reactants are: [Cl:1][C:2]1[CH:3]=[C:4]([C@H:9]([NH:13][C:14](=[O:20])[O:15][C:16]([CH3:19])([CH3:18])[CH3:17])[CH2:10][CH2:11]I)[CH:5]=[CH:6][C:7]=1[Cl:8].[C-:21]#[N:22].[Na+].O. (2) Given the product [I:1][C:2]1[CH:3]=[C:4]2[C:8]([CH2:12][NH:13][C:5]2=[O:7])=[CH:9][CH:10]=1, predict the reactants needed to synthesize it. The reactants are: [I:1][C:2]1[CH:3]=[C:4]([CH:8]=[CH:9][CH:10]=1)[C:5]([OH:7])=O.O[CH2:12][N:13]1C(=O)C2=CC=CC=C2C1=O. (3) Given the product [CH2:17]([O:19][C:20]1[CH:21]=[C:22]([CH:25]=[CH:26][C:27]=1[OH:28])[CH2:23][N:13]1[CH2:12][CH2:11][CH:10]([NH:9][C:7](=[O:8])[C:6]2[CH:16]=[C:2]([CH3:1])[CH:3]=[N:4][CH:5]=2)[CH2:15][CH2:14]1)[CH3:18], predict the reactants needed to synthesize it. The reactants are: [CH3:1][C:2]1[CH:3]=[N:4][CH:5]=[C:6]([CH:16]=1)[C:7]([NH:9][CH:10]1[CH2:15][CH2:14][NH:13][CH2:12][CH2:11]1)=[O:8].[CH2:17]([O:19][C:20]1[CH:21]=[C:22]([CH:25]=[CH:26][C:27]=1[OH:28])[CH:23]=O)[CH3:18]. (4) Given the product [Cl:23][CH2:24][C:25]([NH:14][C:15]1[C:20]([OH:21])=[CH:19][CH:18]=[CH:17][C:16]=1[OH:22])=[O:26], predict the reactants needed to synthesize it. The reactants are: OP([O-])(O)=O.[K+].OP([O-])([O-])=O.[K+].[K+].[NH2:14][C:15]1[C:20]([OH:21])=[CH:19][CH:18]=[CH:17][C:16]=1[OH:22].[Cl:23][CH2:24][C:25](Cl)=[O:26]. (5) Given the product [NH2:7][CH2:10][C:11]1([C:32]([F:34])([F:35])[F:33])[C:16]2[CH:17]=[C:18]([Br:21])[CH:19]=[CH:20][C:15]=2[N:14]([CH2:22][C:23]2[CH:28]=[CH:27][C:26]([O:29][CH3:30])=[CH:25][CH:24]=2)[C:13](=[O:31])[O:12]1, predict the reactants needed to synthesize it. The reactants are: C1COCC1.O.[N:7]([CH2:10][C:11]1([C:32]([F:35])([F:34])[F:33])[C:16]2[CH:17]=[C:18]([Br:21])[CH:19]=[CH:20][C:15]=2[N:14]([CH2:22][C:23]2[CH:28]=[CH:27][C:26]([O:29][CH3:30])=[CH:25][CH:24]=2)[C:13](=[O:31])[O:12]1)=[N+]=[N-].P(OC)(OC)OC. (6) Given the product [C:8]([O:10][CH2:11][CH3:12])(=[O:9])[C@@H:7]1[CH2:4][CH:3]=[CH:2][CH2:1][C@H:6]1[C:5]([O:14][CH2:15][CH3:16])=[O:13], predict the reactants needed to synthesize it. The reactants are: [CH2:1]=[CH:2][CH:3]=[CH2:4].[C:5]([O:14][CH2:15][CH3:16])(=[O:13])/[CH:6]=[CH:7]/[C:8]([O:10][CH2:11][CH3:12])=[O:9]. (7) Given the product [Cl:3][C:4]1[C:8]([Cl:9])=[C:7]([C:10]([N:12]2[C:16](=[O:17])[C:15]([CH3:14])=[C:19]([C:20]3[CH:25]=[CH:24][CH:23]=[CH:22][CH:21]=3)[NH:13]2)=[O:11])[S:6][N:5]=1, predict the reactants needed to synthesize it. The reactants are: [H-].[Na+].[Cl:3][C:4]1[C:8]([Cl:9])=[C:7]([C:10]([NH:12][NH2:13])=[O:11])[S:6][N:5]=1.[CH3:14][C:15](=[CH:19][C:20]1[CH:25]=[CH:24][CH:23]=[CH:22][CH:21]=1)[C:16](Cl)=[O:17].O. (8) Given the product [CH:30]1([CH2:29][N:10]2[C:11]([NH2:12])=[C:15]([NH2:14])[C:16](=[O:17])[N:8]([CH2:7][CH:1]3[CH2:6][CH2:5][CH2:4][CH2:3][CH2:2]3)[C:9]2=[O:36])[CH2:31][CH2:32][CH2:33][CH2:34][CH2:35]1, predict the reactants needed to synthesize it. The reactants are: [CH:1]1([CH2:7][N:8]2[C:16](=[O:17])[C:15]3[N:14]=C(C4C=CC(/C=C/C(O)=O)=CC=4)[NH:12][C:11]=3[N:10]([CH2:29][CH:30]3[CH2:35][CH2:34][CH2:33][CH2:32][CH2:31]3)[C:9]2=[O:36])[CH2:6][CH2:5][CH2:4][CH2:3][CH2:2]1.NC1N(CC2CCCCC2)C(=O)N(CC2CCCCC2)C(=O)C=1N=O.C(C1C=CC(C(O)=O)=CC=1)=O. (9) Given the product [F:19][C:18]([F:20])([F:21])[C:15]1[CH:16]=[CH:17][C:12]([C:9]2[CH:10]=[CH:11][C:6]3[N:7]([C:3]([C:1]#[C:2][C:26]4[CH:25]=[N:24][C:23]([NH2:22])=[N:28][CH:27]=4)=[CH:4][N:5]=3)[CH:8]=2)=[CH:13][CH:14]=1, predict the reactants needed to synthesize it. The reactants are: [C:1]([C:3]1[N:7]2[CH:8]=[C:9]([C:12]3[CH:17]=[CH:16][C:15]([C:18]([F:21])([F:20])[F:19])=[CH:14][CH:13]=3)[CH:10]=[CH:11][C:6]2=[N:5][CH:4]=1)#[CH:2].[NH2:22][C:23]1[N:28]=[CH:27][C:26](I)=[CH:25][N:24]=1. (10) Given the product [C:14]([C:17]1[C:25]2[C:20](=[CH:21][C:22]([F:1])=[CH:23][CH:24]=2)[N:19]([CH2:27][C:28]([OH:30])=[O:29])[N:18]=1)(=[O:16])[NH2:15], predict the reactants needed to synthesize it. The reactants are: [F:1]C1C=C2C(C(C(O)=O)=NN2)=CC=1.[C:14]([C:17]1[C:25]2[C:20](=[CH:21][C:22](C)=[CH:23][CH:24]=2)[N:19]([CH2:27][C:28]([OH:30])=[O:29])[N:18]=1)(=[O:16])[NH2:15].